From a dataset of NCI-60 drug combinations with 297,098 pairs across 59 cell lines. Regression. Given two drug SMILES strings and cell line genomic features, predict the synergy score measuring deviation from expected non-interaction effect. (1) Drug 1: COC1=NC(=NC2=C1N=CN2C3C(C(C(O3)CO)O)O)N. Drug 2: CCCCCOC(=O)NC1=NC(=O)N(C=C1F)C2C(C(C(O2)C)O)O. Cell line: SNB-19. Synergy scores: CSS=-5.59, Synergy_ZIP=4.01, Synergy_Bliss=-2.21, Synergy_Loewe=-10.8, Synergy_HSA=-11.2. (2) Drug 1: C1CC(=O)NC(=O)C1N2CC3=C(C2=O)C=CC=C3N. Drug 2: C1=CC(=CC=C1CC(C(=O)O)N)N(CCCl)CCCl.Cl. Cell line: T-47D. Synergy scores: CSS=18.0, Synergy_ZIP=-1.34, Synergy_Bliss=2.85, Synergy_Loewe=-0.0109, Synergy_HSA=0.0139. (3) Drug 1: CC1=C(C=C(C=C1)NC2=NC=CC(=N2)N(C)C3=CC4=NN(C(=C4C=C3)C)C)S(=O)(=O)N.Cl. Drug 2: CCC1=CC2CC(C3=C(CN(C2)C1)C4=CC=CC=C4N3)(C5=C(C=C6C(=C5)C78CCN9C7C(C=CC9)(C(C(C8N6C)(C(=O)OC)O)OC(=O)C)CC)OC)C(=O)OC.C(C(C(=O)O)O)(C(=O)O)O. Cell line: IGROV1. Synergy scores: CSS=41.2, Synergy_ZIP=7.97, Synergy_Bliss=8.65, Synergy_Loewe=-34.4, Synergy_HSA=9.05.